This data is from Experimentally validated miRNA-target interactions with 360,000+ pairs, plus equal number of negative samples. The task is: Binary Classification. Given a miRNA mature sequence and a target amino acid sequence, predict their likelihood of interaction. The miRNA is mmu-miR-30b-3p with sequence CUGGGAUGUGGAUGUUUACGUC. The protein sequence of the target gene is MSAPGPYQAAAGPSVVPTAPPTYEETVGVNSYYPTPPAPMPGPATGLITGPDGKGMNPPSYYTQPVPVPNANAIAVQTVYVQQPVSFYDRPVQMCCPSCSKMIVTQLSYNAGALTWLSCGSLCLLGCVAGCCFIPFCVDALQDVDHYCPNCKALLGTYKRL. Result: 0 (no interaction).